From a dataset of Full USPTO retrosynthesis dataset with 1.9M reactions from patents (1976-2016). Predict the reactants needed to synthesize the given product. (1) Given the product [Br:14][CH:8]([CH2:7][CH:1]1[CH2:2][CH2:3][CH2:4][CH2:5][CH2:6]1)[C:9]([CH:11]1[CH2:13][CH2:12]1)=[O:10], predict the reactants needed to synthesize it. The reactants are: [CH:1]1([CH2:7][CH2:8][C:9]([CH:11]2[CH2:13][CH2:12]2)=[O:10])[CH2:6][CH2:5][CH2:4][CH2:3][CH2:2]1.[Br:14]Br.S([O-])([O-])(=O)=S.[Na+].[Na+]. (2) Given the product [O:14]1[CH2:15][C@H:13]1[CH2:12][O:11][C:7]1[C:5]2[NH:6][C:17](=[O:16])[NH:1][C:4]=2[CH:10]=[CH:9][CH:8]=1, predict the reactants needed to synthesize it. The reactants are: [N+:1]([C:4]1[CH:10]=[CH:9][CH:8]=[C:7]([O:11][CH2:12][C@@H:13]2[CH2:15][O:14]2)[C:5]=1[NH2:6])([O-])=O.[O:16]1CCC[CH2:17]1. (3) The reactants are: F[C:2]1[CH:11]=[CH:10][C:5]([C:6]([O:8][CH3:9])=[O:7])=[CH:4][C:3]=1[N+:12]([O-:14])=[O:13].[F:15][C:16]([F:26])([F:25])[O:17][C:18]1[CH:24]=[CH:23][C:21]([NH2:22])=[CH:20][CH:19]=1.C(N(CC)CC)C. Given the product [N+:12]([C:3]1[CH:4]=[C:5]([CH:10]=[CH:11][C:2]=1[NH:22][C:21]1[CH:23]=[CH:24][C:18]([O:17][C:16]([F:15])([F:25])[F:26])=[CH:19][CH:20]=1)[C:6]([O:8][CH3:9])=[O:7])([O-:14])=[O:13], predict the reactants needed to synthesize it. (4) Given the product [Br:1][C:2]1[CH:7]=[CH:6][C:5]([C:14]2([OH:20])[CH2:19][CH2:18][CH2:17][CH2:16][CH2:15]2)=[CH:4][CH:3]=1, predict the reactants needed to synthesize it. The reactants are: [Br:1][C:2]1[CH:7]=[CH:6][C:5](I)=[CH:4][CH:3]=1.C([Mg]Cl)(C)C.[C:14]1(=[O:20])[CH2:19][CH2:18][CH2:17][CH2:16][CH2:15]1.[Cl-].[NH4+]. (5) Given the product [F:1][C:2]1[CH:7]=[CH:6][C:5]([C:8]([N:10]2[CH2:19][CH2:18][C:17]3[N:16]=[CH:15][C:14]([CH2:20][OH:28])=[CH:13][C:12]=3[CH2:11]2)=[O:9])=[CH:4][CH:3]=1, predict the reactants needed to synthesize it. The reactants are: [F:1][C:2]1[CH:7]=[CH:6][C:5]([C:8]([N:10]2[CH2:19][CH2:18][C:17]3[N:16]=[CH:15][C:14]([CH:20]=C)=[CH:13][C:12]=3[CH2:11]2)=[O:9])=[CH:4][CH:3]=1.[BH4-].[Na+].C(Cl)Cl.C[OH:28]. (6) Given the product [C:8]1([SiH:7]([C:1]2[CH:2]=[CH:3][CH:4]=[CH:5][CH:6]=2)[O:28][C:14]2([CH3:24])[CH2:19][CH2:18][CH:17]([CH:20]([CH3:22])[CH3:21])[CH2:16][CH2:15]2)[CH:9]=[CH:10][CH:11]=[CH:12][CH:13]=1, predict the reactants needed to synthesize it. The reactants are: [C:1]1([SiH2:7][C:8]2[CH:13]=[CH:12][CH:11]=[CH:10][CH:9]=2)[CH:6]=[CH:5][CH:4]=[CH:3][CH:2]=1.[CH:14]1([CH3:24])[CH2:19][CH2:18][CH:17]([CH:20]([CH3:22])[CH3:21])[CH:16](O)[CH2:15]1.C1C[O:28]CC1. (7) Given the product [C:15]1([C:14]2[C:13]3[C:8](=[CH:9][CH:10]=[CH:11][CH:12]=3)[N:7]([S:21]([C:24]3[CH:25]=[CH:26][C:27]([CH3:30])=[CH:28][CH:29]=3)(=[O:22])=[O:23])[C:6]=2[CH2:4][OH:3])[CH:16]=[CH:17][CH:18]=[CH:19][CH:20]=1, predict the reactants needed to synthesize it. The reactants are: C([O:3][C:4]([C:6]1[N:7]([S:21]([C:24]2[CH:29]=[CH:28][C:27]([CH3:30])=[CH:26][CH:25]=2)(=[O:23])=[O:22])[C:8]2[C:13]([C:14]=1[C:15]1[CH:20]=[CH:19][CH:18]=[CH:17][CH:16]=1)=[CH:12][CH:11]=[CH:10][CH:9]=2)=O)C.CC(C[AlH]CC(C)C)C. (8) The reactants are: Br.[Br:2][CH2:3][CH2:4][O:5][NH2:6].[C:7](O[C:7]([O:9][C:10]([CH3:13])([CH3:12])[CH3:11])=[O:8])([O:9][C:10]([CH3:13])([CH3:12])[CH3:11])=[O:8].CCN(CC)CC. Given the product [C:10]([O:9][C:7](=[O:8])[NH:6][O:5][CH2:4][CH2:3][Br:2])([CH3:13])([CH3:12])[CH3:11], predict the reactants needed to synthesize it. (9) Given the product [Br:1][C:2]1[CH:15]=[CH:14][C:13]2[C:12]([C:27]3[CH:32]=[CH:31][CH:30]=[CH:29][CH:28]=3)([OH:16])[C:11]3[C:6](=[CH:7][CH:8]=[CH:9][CH:10]=3)[C:5]([C:23]3[CH:24]=[CH:25][CH:26]=[CH:36][CH:35]=3)([OH:17])[C:4]=2[CH:3]=1, predict the reactants needed to synthesize it. The reactants are: [Br:1][C:2]1[CH:15]=[CH:14][C:13]2[C:12](=[O:16])[C:11]3[C:6](=[CH:7][CH:8]=[CH:9][CH:10]=3)[C:5](=[O:17])[C:4]=2[CH:3]=1.[CH2:23](O[CH2:23][CH2:24][CH2:25][CH3:26])[CH2:24][CH2:25][CH3:26].[C:27]1([Li])[CH:32]=[CH:31][CH:30]=[CH:29][CH:28]=1.O1CC[CH2:36][CH2:35]1. (10) Given the product [CH3:45][C@@:46]1([CH2:49][O:18][C:19]2[CH:24]=[CH:23][CH:22]=[CH:21][C:20]=2[C:25]2([C:28]([O:30][CH3:31])=[O:29])[CH2:27][CH2:26]2)[CH2:48][O:47]1, predict the reactants needed to synthesize it. The reactants are: FC1C=CC(CC(OC)=O)=C(OC[C@@H]2CO2)C=1.[OH:18][C:19]1[CH:24]=[CH:23][CH:22]=[CH:21][C:20]=1[C:25]1([C:28]([O:30][CH3:31])=[O:29])[CH2:27][CH2:26]1.[N+](C1C=C(S(O[CH2:45][C@:46]2([CH3:49])[CH2:48][O:47]2)(=O)=O)C=CC=1)([O-])=O.